Dataset: Peptide-MHC class II binding affinity with 134,281 pairs from IEDB. Task: Regression. Given a peptide amino acid sequence and an MHC pseudo amino acid sequence, predict their binding affinity value. This is MHC class II binding data. (1) The peptide sequence is MKYLAAFLLLGLAGN. The MHC is HLA-DQA10101-DQB10501 with pseudo-sequence HLA-DQA10101-DQB10501. The binding affinity (normalized) is 0.332. (2) The peptide sequence is EKKYFMATQFEPLAA. The MHC is HLA-DQA10501-DQB10201 with pseudo-sequence HLA-DQA10501-DQB10201. The binding affinity (normalized) is 0.538. (3) The peptide sequence is RTEVIRMMESAKPEDLSFQ. The MHC is DRB1_0401 with pseudo-sequence DRB1_0401. The binding affinity (normalized) is 0.354. (4) The peptide sequence is MGGLWKYLNAVSLCI. The MHC is DRB4_0103 with pseudo-sequence DRB4_0103. The binding affinity (normalized) is 0.623.